The task is: Predict the reaction yield, written as a fraction of the theoretical maximum amount of product (1.0 means a 100% yield; for example, 0.34 means a 34% yield).. This data is from Reaction yield outcomes from USPTO patents with 853,638 reactions. (1) The catalyst is O. The reactants are [N+:1]([C:4]1[CH:9]=[CH:8][CH:7]=[C:6]([N+:10]([O-])=O)[C:5]=1[OH:13])([O-:3])=[O:2].[OH-].[NH4+].[Cl-].[NH4+].O.O.O.O.O.O.O.O.O.[S-2].[Na+].[Na+].Cl. The product is [NH2:10][C:6]1[CH:7]=[CH:8][CH:9]=[C:4]([N+:1]([O-:3])=[O:2])[C:5]=1[OH:13]. The yield is 0.600. (2) No catalyst specified. The yield is 0.770. The reactants are [F:1][C:2]1[CH:3]=[C:4]([CH:14]([NH:16][C:17]([C:19]2[S:20][C:21](Br)=[CH:22][CH:23]=2)=[O:18])[CH3:15])[CH:5]=[C:6]([F:13])[C:7]=1[NH:8][S:9]([CH3:12])(=[O:11])=[O:10].[F:25][C:26]([F:37])([F:36])[C:27]1[CH:28]=[C:29](B(O)O)[CH:30]=[CH:31][CH:32]=1. The product is [F:1][C:2]1[CH:3]=[C:4]([CH:14]([NH:16][C:17]([C:19]2[S:20][C:21]([C:31]3[CH:30]=[CH:29][CH:28]=[C:27]([C:26]([F:37])([F:36])[F:25])[CH:32]=3)=[CH:22][CH:23]=2)=[O:18])[CH3:15])[CH:5]=[C:6]([F:13])[C:7]=1[NH:8][S:9]([CH3:12])(=[O:11])=[O:10].